From a dataset of Catalyst prediction with 721,799 reactions and 888 catalyst types from USPTO. Predict which catalyst facilitates the given reaction. (1) Reactant: [C:1]([C:5]1[O:9][C:8](=[NH:10])[N:7]([CH2:11][C@H:12]2[CH2:16][CH2:15][CH2:14][O:13]2)[CH:6]=1)([CH3:4])([CH3:3])[CH3:2].O.N1(O)C2C=CC=CC=2N=N1.Cl.C(N=C=NCCCN(C)C)C.[F:40][C:41]1[CH:49]=[CH:48][C:47]([C:50]([F:53])([F:52])[F:51])=[CH:46][C:42]=1[C:43](O)=[O:44].C(N(CC)CC)C. Product: [C:1]([C:5]1[O:9]/[C:8](=[N:10]\[C:43](=[O:44])[C:42]2[CH:46]=[C:47]([C:50]([F:51])([F:52])[F:53])[CH:48]=[CH:49][C:41]=2[F:40])/[N:7]([CH2:11][C@H:12]2[CH2:16][CH2:15][CH2:14][O:13]2)[CH:6]=1)([CH3:4])([CH3:2])[CH3:3]. The catalyst class is: 49. (2) Reactant: [F:1][C:2]1[CH:3]=[CH:4][C:5]2[O:9][CH:8]([CH2:10][N:11]3[CH2:16][CH2:15][NH:14][CH2:13][CH2:12]3)[CH2:7][C:6]=2[CH:17]=1.[N+](C1C=CC(NC2CC[CH:31]([O:34]CC(O)=O)[CH2:30]C2)=CC=1C(F)(F)F)([O-])=O.CCN=C=NCCCN(C)C.[ClH:54].C1C=CC2N(O)N=NC=2C=1.C(N(CC)CC)C. Product: [Cl:54][CH2:30][C:31]([N:14]1[CH2:13][CH2:12][N:11]([CH2:10][CH:8]2[CH2:7][C:6]3[CH:17]=[C:2]([F:1])[CH:3]=[CH:4][C:5]=3[O:9]2)[CH2:16][CH2:15]1)=[O:34]. The catalyst class is: 229.